From a dataset of Catalyst prediction with 721,799 reactions and 888 catalyst types from USPTO. Predict which catalyst facilitates the given reaction. Reactant: [NH2:1][C:2]1[CH:7]=[CH:6][C:5]([CH2:8][CH2:9][CH2:10][C:11]([NH:13][CH3:14])=[O:12])=[C:4]([F:15])[CH:3]=1.[C:16]1(=O)[CH2:19][CH2:18][CH2:17]1.C[Si]([C:25]#[N:26])(C)C. Product: [C:25]([C:16]1([NH:1][C:2]2[CH:7]=[CH:6][C:5]([CH2:8][CH2:9][CH2:10][C:11]([NH:13][CH3:14])=[O:12])=[C:4]([F:15])[CH:3]=2)[CH2:19][CH2:18][CH2:17]1)#[N:26]. The catalyst class is: 13.